This data is from Catalyst prediction with 721,799 reactions and 888 catalyst types from USPTO. The task is: Predict which catalyst facilitates the given reaction. (1) Reactant: C([O:5][C:6](=[O:41])[C:7]([CH2:38][CH:39]=[CH2:40])([CH:11]([C:16](=[O:37])[NH:17][CH:18]1[C:24](=[O:25])[N:23]([CH3:26])[C:22]2[CH:27]=[CH:28][CH:29]=[CH:30][C:21]=2[C:20]([C:31]2[CH:36]=[CH:35][CH:34]=[CH:33][CH:32]=2)=[N:19]1)[CH2:12][CH:13]([CH3:15])[CH3:14])[CH2:8][CH:9]=[CH2:10])(C)(C)C. Product: [CH2:8]([C:7]([CH:11]([C:16](=[O:37])[NH:17][CH:18]1[C:24](=[O:25])[N:23]([CH3:26])[C:22]2[CH:27]=[CH:28][CH:29]=[CH:30][C:21]=2[C:20]([C:31]2[CH:36]=[CH:35][CH:34]=[CH:33][CH:32]=2)=[N:19]1)[CH2:12][CH:13]([CH3:15])[CH3:14])([CH2:38][CH:39]=[CH2:40])[C:6]([OH:41])=[O:5])[CH:9]=[CH2:10]. The catalyst class is: 137. (2) Reactant: [CH3:1][C:2]1[C:6](B(O)O)=[C:5]([CH3:10])[NH:4][N:3]=1.[CH3:11][C:12]1[C:16]([C:17]2[CH:22]=[C:21]([NH2:23])[C:20]([NH2:24])=[C:19](I)[CH:18]=2)=[C:15]([CH3:26])[O:14][N:13]=1.C(=O)([O-])[O-].[Cs+].[Cs+]. Product: [CH3:1][C:2]1[C:6]([C:19]2[CH:18]=[C:17]([C:16]3[C:12]([CH3:11])=[N:13][O:14][C:15]=3[CH3:26])[CH:22]=[C:21]([NH2:23])[C:20]=2[NH2:24])=[C:5]([CH3:10])[NH:4][N:3]=1. The catalyst class is: 149. (3) Reactant: [N+:1]([C:4]1[CH:5]=[C:6]2[C:11](=[CH:12][CH:13]=1)[C:10]([N:14]([C:21]([C:23]([CH3:26])([CH3:25])[CH3:24])=[O:22])[C:15]([C:17]([CH3:20])([CH3:19])[CH3:18])=[O:16])=[N:9][CH:8]=[CH:7]2)([O-])=O.[H][H]. Product: [NH2:1][C:4]1[CH:5]=[C:6]2[C:11](=[CH:12][CH:13]=1)[C:10]([N:14]([C:21]([C:23]([CH3:26])([CH3:25])[CH3:24])=[O:22])[C:15]([C:17]([CH3:19])([CH3:20])[CH3:18])=[O:16])=[N:9][CH:8]=[CH:7]2. The catalyst class is: 403. (4) Reactant: [F:1][C:2]1[CH:7]=[CH:6][C:5]([O:8][C:9](=[O:33])[N:10]([C@@H:12]2[C@@H:16]([C:17]3[CH:22]=[CH:21][C:20]([Cl:23])=[C:19]([Cl:24])[CH:18]=3)[CH2:15][N:14]([C:25]([CH:27]3[CH2:32][CH2:31][NH:30][CH2:29][CH2:28]3)=[O:26])[CH2:13]2)[CH3:11])=[CH:4][CH:3]=1.C(N(CC)C(C)C)(C)C.[C:43](Cl)(=[O:46])[CH2:44][CH3:45].C(=O)([O-])[O-].[Na+].[Na+]. Product: [F:1][C:2]1[CH:7]=[CH:6][C:5]([O:8][C:9](=[O:33])[N:10]([C@@H:12]2[C@@H:16]([C:17]3[CH:22]=[CH:21][C:20]([Cl:23])=[C:19]([Cl:24])[CH:18]=3)[CH2:15][N:14]([C:25]([CH:27]3[CH2:32][CH2:31][N:30]([C:43](=[O:46])[CH2:44][CH3:45])[CH2:29][CH2:28]3)=[O:26])[CH2:13]2)[CH3:11])=[CH:4][CH:3]=1. The catalyst class is: 1.